From a dataset of Forward reaction prediction with 1.9M reactions from USPTO patents (1976-2016). Predict the product of the given reaction. Given the reactants [OH:1][C:2]1[CH:13]=[CH:12][C:5]2[NH:6][C:7](=[O:11])[O:8][C:9](=[O:10])[C:4]=2[CH:3]=1.[C:14]([Si:18]([C:26]1[CH:31]=[CH:30][CH:29]=[CH:28][CH:27]=1)([C:20]1[CH:25]=[CH:24][CH:23]=[CH:22][CH:21]=1)Cl)([CH3:17])([CH3:16])[CH3:15].N1C=CN=C1, predict the reaction product. The product is: [C:14]([Si:18]([C:26]1[CH:31]=[CH:30][CH:29]=[CH:28][CH:27]=1)([C:20]1[CH:21]=[CH:22][CH:23]=[CH:24][CH:25]=1)[O:1][C:2]1[CH:13]=[CH:12][C:5]2[NH:6][C:7](=[O:11])[O:8][C:9](=[O:10])[C:4]=2[CH:3]=1)([CH3:17])([CH3:15])[CH3:16].